Dataset: Forward reaction prediction with 1.9M reactions from USPTO patents (1976-2016). Task: Predict the product of the given reaction. Given the reactants S(O)(O)(=O)=O.O[C:7]1[CH:8]=[CH:9][CH:10]=[C:11]2[C:16]=1N=[CH:14][CH:13]=[CH:12]2.CS[C:19]([C:21]1C=CC=C2N=NS[C:26]=12)=O.CCCCCCCCCCCCN1CC(C)[O:45]C(C)C1.COC(C1C=C(Cl)C=CC=1NS(C(F)(F)F)(=O)=O)=O.CCC(P(O)(O)=O)N.CCC(P(O)(O)=O)N.[K].C1C=C(NC2N=C(Cl)N=C(Cl)N=2)C(Cl)=CC=1.C1C(Cl)=CC(Cl)=C(C2(CN3N=CN=C3)OCCO2)C=1.CO/C=C(/C(OC)=O)\C1C(OC2C=C(OC3C(C#N)=CC=CC=3)N=CN=2)=CC=CC=1.CC1C(N(C(CC2C=CC=CC=2)=O)C(C(OC)=O)C)=C(C)C=CC=1.C1C=CC(NC(C2C=CC=CC=2I)=O)=CC=1.CCCCNC(N1C(NC(OC)=O)=NC2C=CC=CC1=2)=O.C[C@@H](NC([C@@H](NC(OC(C)C)=O)C(C)C)=O)C1SC2C=C(F)C=CC=2N=1.CCC(O)/C=C\C=C/C=C\C=C/C=O.CC(COC(/C(/C#N)=C\N(CC1C=CC=CC=1)C)=O)C, predict the reaction product. The product is: [C:11]1([C:12]2[CH:26]=[CH:21][CH:19]=[CH:14][C:13]=2[OH:45])[CH:10]=[CH:9][CH:8]=[CH:7][CH:16]=1.